From a dataset of Full USPTO retrosynthesis dataset with 1.9M reactions from patents (1976-2016). Predict the reactants needed to synthesize the given product. (1) Given the product [F:45][C:44]([F:47])([F:46])[C:42]1[CH:41]=[C:12]([CH:11]=[C:10]([C:9]([F:48])([F:8])[F:49])[CH:43]=1)[CH2:13][N:14]([C:36]1[N:37]=[N:38][N:39]([CH3:2])[N:40]=1)[C@@H:15]1[C:24]2[C:19](=[CH:20][CH:21]=[C:22]([C:25]([F:26])([F:27])[F:28])[CH:23]=2)[N:18]([C:29]([O:31][CH2:32][CH3:33])=[O:30])[C@H:17]([CH2:34][CH3:35])[CH2:16]1, predict the reactants needed to synthesize it. The reactants are: [Si](C=[N+]=[N-])(C)(C)[CH3:2].[F:8][C:9]([F:49])([F:48])[C:10]1[CH:11]=[C:12]([CH:41]=[C:42]([C:44]([F:47])([F:46])[F:45])[CH:43]=1)[CH2:13][N:14]([C:36]1[N:37]=[N:38][NH:39][N:40]=1)[C@@H:15]1[C:24]2[C:19](=[CH:20][CH:21]=[C:22]([C:25]([F:28])([F:27])[F:26])[CH:23]=2)[N:18]([C:29]([O:31][CH2:32][CH3:33])=[O:30])[C@H:17]([CH2:34][CH3:35])[CH2:16]1. (2) Given the product [F:11][C:4]1[CH:5]=[C:6]([NH2:8])[CH:7]=[C:2]([F:1])[C:3]=1[N:12]1[CH2:13][CH2:14][O:15][CH2:16][CH2:17]1, predict the reactants needed to synthesize it. The reactants are: [F:1][C:2]1[CH:7]=[C:6]([N+:8]([O-])=O)[CH:5]=[C:4]([F:11])[C:3]=1[N:12]1[CH2:17][CH2:16][O:15][CH2:14][CH2:13]1.[H][H]. (3) The reactants are: [CH3:1][O:2][C:3]1[CH:8]=[CH:7][C:6]([C:9]2(O)[C:13]3[C:14]([CH3:36])=[C:15]([N:20]4[CH2:25][CH2:24][CH:23]([C:26]5[CH:31]=[CH:30][C:29]([O:32][CH3:33])=[C:28]([O:34][CH3:35])[CH:27]=5)[CH2:22][CH2:21]4)[C:16]([CH3:19])=[C:17]([CH3:18])[C:12]=3[O:11][C:10]2([CH3:38])[CH3:37])=[CH:5][CH:4]=1. Given the product [CH3:1][O:2][C:3]1[CH:8]=[CH:7][C:6]([CH:9]2[C:13]3[C:14]([CH3:36])=[C:15]([N:20]4[CH2:25][CH2:24][CH:23]([C:26]5[CH:31]=[CH:30][C:29]([O:32][CH3:33])=[C:28]([O:34][CH3:35])[CH:27]=5)[CH2:22][CH2:21]4)[C:16]([CH3:19])=[C:17]([CH3:18])[C:12]=3[O:11][C:10]2([CH3:38])[CH3:37])=[CH:5][CH:4]=1, predict the reactants needed to synthesize it. (4) Given the product [F:18][CH:17]([F:19])[CH2:16][O:1][C:2]1[CH:9]=[CH:8][C:5]([CH:6]=[O:7])=[CH:4][CH:3]=1, predict the reactants needed to synthesize it. The reactants are: [OH:1][C:2]1[CH:9]=[CH:8][C:5]([CH:6]=[O:7])=[CH:4][CH:3]=1.FC(F)(F)S(O[CH2:16][CH:17]([F:19])[F:18])(=O)=O.C([O-])([O-])=O.[Cs+].[Cs+].O. (5) Given the product [CH3:21][O:20][C:18]1[CH:17]=[C:16]2[C:12]([C:13]([C:22]#[N:23])=[CH:14][NH:15]2)=[C:11]([CH:4]([C:5]2[CH:6]=[CH:7][CH:8]=[CH:9][CH:10]=2)[CH2:3][CH2:2][NH:25][CH3:24])[CH:19]=1, predict the reactants needed to synthesize it. The reactants are: O[CH2:2][CH2:3][CH:4]([C:11]1[CH:19]=[C:18]([O:20][CH3:21])[CH:17]=[C:16]2[C:12]=1[C:13]([C:22]#[N:23])=[CH:14][NH:15]2)[C:5]1[CH:10]=[CH:9][CH:8]=[CH:7][CH:6]=1.[CH3:24][NH:25]CCC(C1C=C2C(=CC=1)NC=C2C#N)C1C=CC=CC=1. (6) Given the product [Si:10]([CH2:9][CH2:8][CH2:7][O:6][CH2:2][CH:3]([OH:5])[CH2:4][NH2:1])([C:13]([CH3:16])([CH3:15])[CH3:14])([CH3:12])[CH3:11], predict the reactants needed to synthesize it. The reactants are: [NH3:1].[CH2:2]([O:6][CH2:7][CH2:8][CH2:9][Si:10]([C:13]([CH3:16])([CH3:15])[CH3:14])([CH3:12])[CH3:11])[CH:3]1[O:5][CH2:4]1. (7) Given the product [Cl:49][C:43]1[CH:42]=[C:41]([C:38]2[CH:39]=[CH:40][N:36]([CH2:35][C@@H:34]([NH:33][C:30]([C:28]3[O:27][N:26]=[C:25]([C:23]4[N:22]=[CH:21][N:20]([C:1]([C:14]5[CH:19]=[CH:18][CH:17]=[CH:16][CH:15]=5)([C:2]5[CH:3]=[CH:4][CH:5]=[CH:6][CH:7]=5)[C:8]5[CH:13]=[CH:12][CH:11]=[CH:10][CH:9]=5)[CH:24]=4)[N:29]=3)=[O:32])[CH3:50])[N:37]=2)[CH:48]=[CH:47][C:44]=1[C:45]#[N:46], predict the reactants needed to synthesize it. The reactants are: [C:1]([N:20]1[CH:24]=[C:23]([C:25]2[N:29]=[C:28]([C:30]([OH:32])=O)[O:27][N:26]=2)[N:22]=[CH:21]1)([C:14]1[CH:19]=[CH:18][CH:17]=[CH:16][CH:15]=1)([C:8]1[CH:13]=[CH:12][CH:11]=[CH:10][CH:9]=1)[C:2]1[CH:7]=[CH:6][CH:5]=[CH:4][CH:3]=1.[NH2:33][C@@H:34]([CH3:50])[CH2:35][N:36]1[CH:40]=[CH:39][C:38]([C:41]2[CH:48]=[CH:47][C:44]([C:45]#[N:46])=[C:43]([Cl:49])[CH:42]=2)=[N:37]1.